Dataset: Forward reaction prediction with 1.9M reactions from USPTO patents (1976-2016). Task: Predict the product of the given reaction. (1) Given the reactants [Cl:1][C:2]1[CH:3]=[C:4](/[C:9](/[C:31]([F:34])([F:33])[F:32])=[CH:10]/[C:11]([C:14]2[CH:15]=[C:16]3[C:20](=[CH:21][CH:22]=2)[CH:19]([NH:23][C:24](=[O:30])[CH2:25][CH:26]([O:28][CH3:29])[CH3:27])[CH2:18][CH2:17]3)=[N:12][OH:13])[CH:5]=[C:6]([Cl:8])[CH:7]=1.[H-].[Na+].[CH3:37][O:38][CH2:39]Cl, predict the reaction product. The product is: [Cl:1][C:2]1[CH:3]=[C:4](/[C:9](/[C:31]([F:34])([F:32])[F:33])=[CH:10]/[C:11]([C:14]2[CH:15]=[C:16]3[C:20](=[CH:21][CH:22]=2)[CH:19]([NH:23][C:24](=[O:30])[CH2:25][CH:26]([O:28][CH3:29])[CH3:27])[CH2:18][CH2:17]3)=[N:12][O:13][CH2:37][O:38][CH3:39])[CH:5]=[C:6]([Cl:8])[CH:7]=1. (2) Given the reactants [F:1][C:2]1[CH:7]=[CH:6][C:5]([C:8]2[C:12]([CH2:13][OH:14])=[C:11]([CH3:15])[O:10][N:9]=2)=[CH:4][CH:3]=1.[H-].[Na+].Cl[C:19]1[CH:24]=[CH:23][C:22]([Br:25])=[CH:21][N:20]=1, predict the reaction product. The product is: [Br:25][C:22]1[CH:23]=[CH:24][C:19]([O:14][CH2:13][C:12]2[C:8]([C:5]3[CH:4]=[CH:3][C:2]([F:1])=[CH:7][CH:6]=3)=[N:9][O:10][C:11]=2[CH3:15])=[N:20][CH:21]=1. (3) Given the reactants Br[C:2]1[S:22][C:5]2=[N:6][C:7]([CH3:21])=[CH:8][C:9]([NH:10][S:11]([C:14]3[CH:19]=[CH:18][CH:17]=[C:16]([Cl:20])[CH:15]=3)(=[O:13])=[O:12])=[C:4]2[C:3]=1[C:23]1[CH:28]=[CH:27][CH:26]=[C:25]([O:29][CH3:30])[CH:24]=1.CC1(C)C(C)(C)OB([C:39]2[CH:44]=[CH:43][N:42]=[CH:41][CH:40]=2)O1.C(=O)([O-])[O-].[K+].[K+].O, predict the reaction product. The product is: [Cl:20][C:16]1[CH:15]=[C:14]([S:11]([NH:10][C:9]2[CH:8]=[C:7]([CH3:21])[N:6]=[C:5]3[S:22][C:2]([C:39]4[CH:44]=[CH:43][N:42]=[CH:41][CH:40]=4)=[C:3]([C:23]4[CH:28]=[CH:27][CH:26]=[C:25]([O:29][CH3:30])[CH:24]=4)[C:4]=23)(=[O:13])=[O:12])[CH:19]=[CH:18][CH:17]=1. (4) Given the reactants Br[C:2]1[CH:3]=[N:4][CH:5]=[C:6]([C:8]#[N:9])[CH:7]=1.C([N:17]1[C:25]2[C:20](=[CH:21][CH:22]=[C:23]([Cl:26])[CH:24]=2)[CH:19]=[C:18]1B(O)O)(OC(C)(C)C)=O, predict the reaction product. The product is: [Cl:26][C:23]1[CH:24]=[C:25]2[C:20]([CH:19]=[C:18]([C:2]3[CH:3]=[N:4][CH:5]=[C:6]([CH:7]=3)[C:8]#[N:9])[NH:17]2)=[CH:21][CH:22]=1.